This data is from Full USPTO retrosynthesis dataset with 1.9M reactions from patents (1976-2016). The task is: Predict the reactants needed to synthesize the given product. (1) Given the product [C:7]([C:10]1[CH:19]=[CH:18][C:17]2[C:12](=[CH:13][CH:14]=[CH:15][CH:16]=2)[C:11]=1[C:20]1[C:29]2[C:24](=[CH:25][CH:26]=[CH:27][CH:28]=2)[CH:23]=[CH:22][C:21]=1[N:30]([CH3:38])[C:31](=[O:37])[O:32][C:33]([CH3:34])([CH3:35])[CH3:36])#[N:8], predict the reactants needed to synthesize it. The reactants are: N1C=CC=CC=1.[C:7]([C:10]1[CH:19]=[CH:18][C:17]2[C:12](=[CH:13][CH:14]=[CH:15][CH:16]=2)[C:11]=1[C:20]1[C:29]2[C:24](=[CH:25][CH:26]=[CH:27][CH:28]=2)[CH:23]=[CH:22][C:21]=1[N:30]([CH3:38])[C:31](=[O:37])[O:32][C:33]([CH3:36])([CH3:35])[CH3:34])(=O)[NH2:8].S(Cl)(C1C=CC(C)=CC=1)(=O)=O.N.C([O-])(O)=O.[Na+]. (2) Given the product [N:12]([C:3]1[C:4]2[C:9](=[CH:8][CH:7]=[CH:6][CH:5]=2)[NH:1][CH:2]=1)=[C:11]=[S:10], predict the reactants needed to synthesize it. The reactants are: [NH:1]1[C:9]2[C:4](=[CH:5][CH:6]=[CH:7][CH:8]=2)[CH:3]=[CH:2]1.[S-:10][C:11]#[N:12].[NH4+].OOS([O-])=O.[K+]. (3) Given the product [C:45]([CH2:47][NH:48][C:49]([C:51]1([NH:57][C:14](=[O:16])[C:13]2[CH:12]=[CH:11][C:10]([N:7]3[CH2:6][CH2:5][N:4]([CH2:1][CH2:2][CH3:3])[CH2:9][CH2:8]3)=[CH:18][CH:17]=2)[CH2:56][CH2:55][CH2:54][CH2:53][CH2:52]1)=[O:50])#[N:46], predict the reactants needed to synthesize it. The reactants are: [CH2:1]([N:4]1[CH2:9][CH2:8][N:7]([C:10]2[CH:18]=[CH:17][C:13]([C:14]([OH:16])=O)=[CH:12][CH:11]=2)[CH2:6][CH2:5]1)[CH2:2][CH3:3].C1C=CC2N(O)N=NC=2C=1.CN1CCOCC1.C(N=C=NC(C)C)(C)C.[C:45]([CH2:47][NH:48][C:49]([C:51]1([NH2:57])[CH2:56][CH2:55][CH2:54][CH2:53][CH2:52]1)=[O:50])#[N:46]. (4) Given the product [C:29]([NH:32][NH:33][C:6](=[O:8])[C:5]1[CH:9]=[CH:10][C:2]([CH3:1])=[C:3]([N+:11]([O-:13])=[O:12])[CH:4]=1)(=[O:31])[CH3:30], predict the reactants needed to synthesize it. The reactants are: [CH3:1][C:2]1[CH:10]=[CH:9][C:5]([C:6]([OH:8])=O)=[CH:4][C:3]=1[N+:11]([O-:13])=[O:12].C(N(CC)CC)C.ClC(OCC(C)C)=O.[C:29]([NH:32][NH2:33])(=[O:31])[CH3:30]. (5) Given the product [C:14]1([C:17]2([CH2:30][O:31][CH2:33][C:34]3[CH:35]=[C:36]([C:51]([F:54])([F:52])[F:53])[CH:37]=[C:38]4[C:42]=3[NH:41][N:40]=[CH:39]4)[CH2:18][CH2:19][N:20]([C:23]([O:25][C:26]([CH3:27])([CH3:28])[CH3:29])=[O:24])[CH2:21][CH2:22]2)[CH:15]=[CH:16][CH:11]=[CH:12][CH:13]=1, predict the reactants needed to synthesize it. The reactants are: N1(C([O-])=O)CCCCC1.F[C:11]1[CH:16]=[CH:15][C:14]([C:17]2([CH2:30][OH:31])[CH2:22][CH2:21][N:20]([C:23]([O:25][C:26]([CH3:29])([CH3:28])[CH3:27])=[O:24])[CH2:19][CH2:18]2)=[CH:13][CH:12]=1.Br[CH2:33][C:34]1[CH:35]=[C:36]([C:51]([F:54])([F:53])[F:52])[CH:37]=[C:38]2[C:42]=1[N:41](COCC[Si](C)(C)C)[N:40]=[CH:39]2.[H-].[Na+]. (6) Given the product [Br:18][C:19]1[C:20]([O:26][CH3:27])=[CH:21][C:22]([Cl:25])=[C:23]([C:7]([C:6]2[CH:5]=[CH:4][C:3]([CH2:1][CH3:2])=[CH:11][CH:10]=2)=[O:9])[CH:24]=1, predict the reactants needed to synthesize it. The reactants are: [CH2:1]([C:3]1[CH:11]=[CH:10][C:6]([C:7]([OH:9])=O)=[CH:5][CH:4]=1)[CH3:2].C(Cl)(=O)C(Cl)=O.[Br:18][C:19]1[CH:24]=[CH:23][C:22]([Cl:25])=[CH:21][C:20]=1[O:26][CH3:27].[Al+3].[Cl-].[Cl-].[Cl-].